From a dataset of Retrosynthesis with 50K atom-mapped reactions and 10 reaction types from USPTO. Predict the reactants needed to synthesize the given product. (1) Given the product CC(C)N(Cc1ccc(CCNC(=O)c2ccc(-c3ccc(Cl)cc3)cc2)cc1)C(C)C, predict the reactants needed to synthesize it. The reactants are: CC(C)NC(C)C.O=C(NCCc1ccc(CBr)cc1)c1ccc(-c2ccc(Cl)cc2)cc1. (2) Given the product COc1ccc(NC(=O)c2ccc([N+](=O)[O-])cc2)cc1, predict the reactants needed to synthesize it. The reactants are: COc1ccc(N)cc1.O=C(Cl)c1ccc([N+](=O)[O-])cc1.